From a dataset of Reaction yield outcomes from USPTO patents with 853,638 reactions. Predict the reaction yield, written as a fraction of the theoretical maximum amount of product (1.0 means a 100% yield; for example, 0.34 means a 34% yield). (1) The reactants are [S:1]1[C:5]([C:6]2[C:7]3[CH:14]=[CH:13][N:12]([CH2:15][O:16][CH2:17][CH2:18][Si:19]([CH3:22])([CH3:21])[CH3:20])[C:8]=3[N:9]=[CH:10][N:11]=2)=[CH:4][N:3]=[CH:2]1.C([Li])CCC.CON(C)[C:31](=[O:43])[CH2:32][O:33][CH2:34][C:35]1[CH:40]=[CH:39][C:38]([O:41][CH3:42])=[CH:37][CH:36]=1. The catalyst is C1COCC1.CCCCCC. The product is [CH3:42][O:41][C:38]1[CH:39]=[CH:40][C:35]([CH2:34][O:33][CH2:32][C:31]([C:2]2[S:1][C:5]([C:6]3[C:7]4[CH:14]=[CH:13][N:12]([CH2:15][O:16][CH2:17][CH2:18][Si:19]([CH3:22])([CH3:21])[CH3:20])[C:8]=4[N:9]=[CH:10][N:11]=3)=[CH:4][N:3]=2)=[O:43])=[CH:36][CH:37]=1. The yield is 0.660. (2) The reactants are FC(F)(F)C(O)=O.[Cl:8][C:9]1[CH:10]=[C:11]([CH:15]2[NH:19][CH:18]([C:20]([OH:22])=O)[CH:17]([CH2:23][C:24]([CH3:27])([CH3:26])[CH3:25])[C:16]2([C:30]2[CH:35]=[CH:34][C:33]([Cl:36])=[CH:32][CH:31]=2)[C:28]#[N:29])[CH:12]=[CH:13][CH:14]=1.[NH2:37][CH2:38][CH2:39][CH2:40][OH:41].CN(C(ON1N=NC2C=CC=NC1=2)=[N+](C)C)C.F[P-](F)(F)(F)(F)F.CCN(C(C)C)C(C)C. The catalyst is C(Cl)Cl. The product is [OH:41][CH2:40][CH2:39][CH2:38][NH:37][C:20]([CH:18]1[CH:17]([CH2:23][C:24]([CH3:26])([CH3:25])[CH3:27])[C:16]([C:30]2[CH:31]=[CH:32][C:33]([Cl:36])=[CH:34][CH:35]=2)([C:28]#[N:29])[CH:15]([C:11]2[CH:12]=[CH:13][CH:14]=[C:9]([Cl:8])[CH:10]=2)[NH:19]1)=[O:22]. The yield is 0.220. (3) The yield is 0.450. The product is [Cl:1][C:2]1[CH:7]=[C:6]([Cl:8])[CH:5]=[CH:4][C:3]=1[C:9]1[CH:10]=[C:11]2[CH:26]3[CH2:27][NH:28][CH2:29][CH2:30][CH:25]3[N:13]3[CH2:14][CH:15]([CH3:24])[NH:16][C:17]([CH:18]=1)=[C:12]23. The catalyst is CCCCO.C(OCC)(=O)C. The reactants are [Cl:1][C:2]1[CH:7]=[C:6]([Cl:8])[CH:5]=[CH:4][C:3]=1[C:9]1[CH:10]=[C:11]2[CH:26]3[CH2:27][N:28](C(OCC)=O)[CH2:29][CH2:30][CH:25]3[N:13]3[CH2:14][CH:15]([CH3:24])[N:16](C(OCC)=O)[C:17]([CH:18]=1)=[C:12]23.[OH-].[K+]. (4) The reactants are Br[C:2]1[CH:7]=[C:6]([Cl:8])[C:5]([CH3:9])=[CH:4][C:3]=1[F:10].C(N(CC)CC)C.[C]=O.C[CH2:21][O:22][C:23](C)=[O:24]. The catalyst is CO. The product is [CH3:9][C:5]1[CH:4]=[C:3]([F:10])[C:2]([C:23]([O:22][CH3:21])=[O:24])=[CH:7][C:6]=1[Cl:8]. The yield is 0.930. (5) The reactants are [Cl-].O[NH3+:3].[C:4](=[O:7])([O-])[OH:5].[Na+].CS(C)=O.[CH:13]1([N:17]2[C:22](=[O:23])[C:21]([CH2:24][C:25]3[CH:30]=[CH:29][C:28]([C:31]4[C:32]([C:37]#[N:38])=[CH:33][CH:34]=[CH:35][CH:36]=4)=[CH:27][CH:26]=3)=[C:20]([CH2:39][CH2:40][CH3:41])[N:19]3[N:42]=[C:43]([CH3:45])[N:44]=[C:18]23)[CH2:16][CH2:15][CH2:14]1. The catalyst is C(OCC)(=O)C. The product is [CH:13]1([N:17]2[C:22](=[O:23])[C:21]([CH2:24][C:25]3[CH:26]=[CH:27][C:28]([C:31]4[CH:36]=[CH:35][CH:34]=[CH:33][C:32]=4[C:37]4[NH:3][C:4](=[O:7])[O:5][N:38]=4)=[CH:29][CH:30]=3)=[C:20]([CH2:39][CH2:40][CH3:41])[N:19]3[N:42]=[C:43]([CH3:45])[N:44]=[C:18]23)[CH2:16][CH2:15][CH2:14]1. The yield is 0.570. (6) The reactants are [C@@H:1]12[CH2:7][NH:6][C@@H:5]1[CH2:4][N:3]([C:8]([O:10][CH2:11][C:12]1[CH:17]=[CH:16][CH:15]=[CH:14][CH:13]=1)=[O:9])[CH2:2]2.Br[C:19]1[CH:20]=[C:21]([CH3:26])[C:22]([Cl:25])=[N:23][CH:24]=1. No catalyst specified. The product is [Cl:25][C:22]1[N:23]=[CH:24][C:19]([N:6]2[CH2:7][C@@H:1]3[C@H:5]2[CH2:4][N:3]([C:8]([O:10][CH2:11][C:12]2[CH:17]=[CH:16][CH:15]=[CH:14][CH:13]=2)=[O:9])[CH2:2]3)=[CH:20][C:21]=1[CH3:26]. The yield is 0.110. (7) The reactants are [C:1]([C:5]1[CH:9]=[C:8](/[N:10]=[CH:11]/[N:12]([CH3:14])[CH3:13])[NH:7][N:6]=1)([CH3:4])([CH3:3])[CH3:2].C(=O)([O-])[O-:16].[K+].[K+].[C:21]1(C)[CH:26]=[CH:25][CH:24]=[CH:23][CH:22]=1. The catalyst is [I-].C([N+](CCCC)(CCCC)CCCC)CCC.[I-].C([N+](CC)(CC)CC)C.S([O-])(O)(=O)=O.C([N+](CCCC)(CCCC)CCCC)CCC. The product is [C:1]([C:5]1[CH:9]=[C:8](/[N:10]=[CH:11]/[N:12]([CH3:14])[CH3:13])[N:7]([CH2:21][CH:22]2[CH2:23][CH2:24][C@@H:25]([CH3:26])[O:16]2)[N:6]=1)([CH3:4])([CH3:2])[CH3:3]. The yield is 0.250.